From a dataset of Forward reaction prediction with 1.9M reactions from USPTO patents (1976-2016). Predict the product of the given reaction. (1) Given the reactants [C:1]([C@H:5]1[C:23](=[O:24])[N:22]2[CH2:25][C@@H:19]([CH2:20][C@H:21]2[C:26]([O:28]C)=[O:27])[O:18][C:17]2[N:30]=[CH:31][CH:32]=[CH:33][C:16]=2[CH:15]=[CH:14][CH2:13][CH2:12][CH2:11][CH2:10][CH2:9][O:8][C:7](=[O:34])[NH:6]1)([CH3:4])([CH3:3])[CH3:2].O[Li].O.Cl.CCOCC, predict the reaction product. The product is: [C:1]([C@H:5]1[C:23](=[O:24])[N:22]2[CH2:25][C@@H:19]([CH2:20][C@H:21]2[C:26]([OH:28])=[O:27])[O:18][C:17]2[N:30]=[CH:31][CH:32]=[CH:33][C:16]=2[CH:15]=[CH:14][CH2:13][CH2:12][CH2:11][CH2:10][CH2:9][O:8][C:7](=[O:34])[NH:6]1)([CH3:4])([CH3:2])[CH3:3]. (2) Given the reactants Cl.[NH2:2][CH2:3][CH2:4][O:5][N:6]1[C:14](=[O:15])[C:13]2[C:8](=[CH:9][CH:10]=[CH:11][CH:12]=2)[C:7]1=[O:16].Cl[S:18]([NH:21][C:22](=[O:28])[O:23][C:24]([CH3:27])([CH3:26])[CH3:25])(=[O:20])=[O:19].C(N(CC)CC)C, predict the reaction product. The product is: [O:15]=[C:14]1[C:13]2[C:8](=[CH:9][CH:10]=[CH:11][CH:12]=2)[C:7](=[O:16])[N:6]1[O:5][CH2:4][CH2:3][NH:2][S:18]([NH:21][C:22](=[O:28])[O:23][C:24]([CH3:26])([CH3:25])[CH3:27])(=[O:19])=[O:20].